This data is from Full USPTO retrosynthesis dataset with 1.9M reactions from patents (1976-2016). The task is: Predict the reactants needed to synthesize the given product. (1) The reactants are: Cl[C:2]1[C:7]([N+:8]([O-:10])=[O:9])=[CH:6][C:5]([N+:11]([O-:13])=[O:12])=[CH:4][C:3]=1[C:14]([F:17])([F:16])[F:15].[C:18]([N:21]1[CH2:26][CH2:25][NH:24][CH2:23][CH2:22]1)(=[O:20])[CH3:19]. Given the product [C:18]([N:21]1[CH2:26][CH2:25][N:24]([C:2]2[C:3]([C:14]([F:17])([F:16])[F:15])=[CH:4][C:5]([N+:11]([O-:13])=[O:12])=[CH:6][C:7]=2[N+:8]([O-:10])=[O:9])[CH2:23][CH2:22]1)(=[O:20])[CH3:19], predict the reactants needed to synthesize it. (2) The reactants are: [CH3:1][C:2]([O:5][C:6]([N:8]([C:26]([O:28][C:29]([CH3:32])([CH3:31])[CH3:30])=[O:27])[N:9]([C:17]1[C:22]([F:23])=[C:21](Cl)[N:20]=[C:19]([Cl:25])[N:18]=1)[C:10]([O:12][C:13]([CH3:16])([CH3:15])[CH3:14])=[O:11])=[O:7])([CH3:4])[CH3:3].C(N(CC)CC)C.[S:40]1[CH:44]=[CH:43][C:42]([CH2:45][CH2:46][NH2:47])=[CH:41]1. Given the product [CH3:3][C:2]([O:5][C:6]([N:8]([C:26]([O:28][C:29]([CH3:32])([CH3:30])[CH3:31])=[O:27])[N:9]([C:17]1[C:22]([F:23])=[C:21]([NH:47][CH2:46][CH2:45][C:42]2[CH:43]=[CH:44][S:40][CH:41]=2)[N:20]=[C:19]([Cl:25])[N:18]=1)[C:10]([O:12][C:13]([CH3:14])([CH3:16])[CH3:15])=[O:11])=[O:7])([CH3:1])[CH3:4], predict the reactants needed to synthesize it. (3) Given the product [Br:1][C:2]1[CH:7]=[CH:6][C:5]([S:12][CH2:10][CH3:11])=[CH:4][C:3]=1[Cl:9], predict the reactants needed to synthesize it. The reactants are: [Br:1][C:2]1[CH:7]=[CH:6][C:5](F)=[CH:4][C:3]=1[Cl:9].[CH2:10]([S-:12])[CH3:11].[Na+]. (4) The reactants are: [N:1]1[C:8](Cl)=[N:7][C:5](Cl)=[N:4][C:2]=1Cl.[NH2:10][C:11]1[CH:30]=[CH:29][C:14]([O:15][CH2:16][CH2:17][CH2:18][CH2:19][CH2:20][O:21][C:22]2[CH:27]=[CH:26][C:25]([NH2:28])=[CH:24][CH:23]=2)=[CH:13][CH:12]=1.[CH2:31]([NH2:39])[CH2:32][CH2:33][CH2:34][CH2:35][CH2:36][CH2:37][CH3:38].O. Given the product [CH2:31]([NH:39][C:2]1[N:4]=[C:5]([NH:39][CH2:31][CH2:32][CH2:33][CH2:34][CH2:35][CH2:36][CH2:37][CH3:38])[N:7]=[C:8]([NH:28][C:25]2[CH:24]=[CH:23][C:22]([O:21][CH2:20][CH2:19][CH2:18][CH2:17][CH2:16][O:15][C:14]3[CH:13]=[CH:12][C:11]([NH:10][C:2]4[N:4]=[C:5]([NH:39][CH2:31][CH2:32][CH2:33][CH2:34][CH2:35][CH2:36][CH2:37][CH3:38])[N:7]=[C:8]([NH:39][CH2:31][CH2:32][CH2:33][CH2:34][CH2:35][CH2:36][CH2:37][CH3:38])[N:1]=4)=[CH:30][CH:29]=3)=[CH:27][CH:26]=2)[N:1]=1)[CH2:32][CH2:33][CH2:34][CH2:35][CH2:36][CH2:37][CH3:38], predict the reactants needed to synthesize it. (5) Given the product [C:4]([C@:11]1([CH2:1][C:2]([O-:3])=[O:7])[CH2:12][C@@H:13]2[C@H:17]1[CH:18]=[C:15]([CH2:10][CH3:9])[CH2:14]2)#[N:5].[CH2:9]([NH3+:16])[C:10]1[CH:15]=[CH:14][CH:13]=[CH:12][CH:11]=1, predict the reactants needed to synthesize it. The reactants are: [CH3:1][CH2:2][OH:3].[C-:4]#[N:5].[Na+].[OH-:7].[K+].[CH2:9]([NH2:16])[C:10]1[CH:15]=[CH:14][CH:13]=[CH:12][CH:11]=1.[C:17]1(C)C=CC=C[CH:18]=1. (6) Given the product [CH3:1][O:2][C:3]([C:4]1[CH:9]=[C:8]([CH3:10])[C:7]2[NH:11][C:16]([C:17]([Cl:20])([Cl:19])[Cl:18])=[N:12][C:6]=2[CH:5]=1)=[O:13].[CH3:1][O:2][C:3]([C:4]1[CH:9]=[C:8]([CH3:10])[C:7]2[NH:11][C:16]([C:17]([Cl:18])([Cl:19])[Cl:20])=[N:21][C:6]=2[CH:5]=1)=[O:13], predict the reactants needed to synthesize it. The reactants are: [CH3:1][O:2][C:3](=[O:13])[C:4]1[CH:9]=[C:8]([CH3:10])[C:7]([NH2:11])=[C:6]([NH2:12])[CH:5]=1.CO[C:16](=[NH:21])[C:17]([Cl:20])([Cl:19])[Cl:18]. (7) Given the product [CH2:34]([N:36]([C:45]1[CH:50]=[C:49]([O:51][CH3:52])[CH:48]=[CH:47][C:46]=1[CH:53]1[CH2:62][CH2:61][C:60]2[C:55](=[CH:56][CH:57]=[C:58]([O:63][CH3:64])[CH:59]=2)[CH2:54]1)[CH2:37][C:39]1[CH:40]=[N:41][CH:42]=[CH:43][CH:44]=1)[CH3:35], predict the reactants needed to synthesize it. The reactants are: C(NC1C=C(OC)C=CC=1C1CCC2C(=CC=C(OC)C=2)C1)C.Cl.C(Cl)(=O)C1C=CC=NC=1.[CH2:34]([N:36]([C:45]1[CH:50]=[C:49]([O:51][CH3:52])[CH:48]=[CH:47][C:46]=1[CH:53]1[CH2:62][CH2:61][C:60]2[C:55](=[CH:56][CH:57]=[C:58]([O:63][CH3:64])[CH:59]=2)[CH2:54]1)[C:37]([C:39]1[CH:40]=[N:41][CH:42]=[CH:43][CH:44]=1)=O)[CH3:35]. (8) Given the product [F:16][C:15]1[CH:14]=[C:13]([C:17]([OH:20])([CH3:18])[CH3:19])[CH:12]=[C:11]([F:21])[C:10]=1[C:4]1[S:3][C:2]([NH:1][C:23]2[CH:28]=[CH:27][CH:26]=[C:25]([CH2:29][S:30]([CH3:33])(=[O:31])=[O:32])[N:24]=2)=[C:6]([C:7]([NH2:9])=[O:8])[CH:5]=1, predict the reactants needed to synthesize it. The reactants are: [NH2:1][C:2]1[S:3][C:4]([C:10]2[C:15]([F:16])=[CH:14][C:13]([C:17]([OH:20])([CH3:19])[CH3:18])=[CH:12][C:11]=2[F:21])=[CH:5][C:6]=1[C:7]([NH2:9])=[O:8].Br[C:23]1[CH:28]=[CH:27][CH:26]=[C:25]([CH2:29][S:30]([CH3:33])(=[O:32])=[O:31])[N:24]=1.